Regression. Given two drug SMILES strings and cell line genomic features, predict the synergy score measuring deviation from expected non-interaction effect. From a dataset of NCI-60 drug combinations with 297,098 pairs across 59 cell lines. (1) Drug 1: COC1=NC(=NC2=C1N=CN2C3C(C(C(O3)CO)O)O)N. Drug 2: C1CCC(C(C1)N)N.C(=O)(C(=O)[O-])[O-].[Pt+4]. Cell line: NCIH23. Synergy scores: CSS=6.97, Synergy_ZIP=9.09, Synergy_Bliss=9.30, Synergy_Loewe=-6.62, Synergy_HSA=0.411. (2) Drug 1: COC1=CC(=CC(=C1O)OC)C2C3C(COC3=O)C(C4=CC5=C(C=C24)OCO5)OC6C(C(C7C(O6)COC(O7)C8=CC=CS8)O)O. Drug 2: CC1C(C(CC(O1)OC2CC(OC(C2O)C)OC3=CC4=CC5=C(C(=O)C(C(C5)C(C(=O)C(C(C)O)O)OC)OC6CC(C(C(O6)C)O)OC7CC(C(C(O7)C)O)OC8CC(C(C(O8)C)O)(C)O)C(=C4C(=C3C)O)O)O)O. Cell line: TK-10. Synergy scores: CSS=20.6, Synergy_ZIP=-4.90, Synergy_Bliss=-0.177, Synergy_Loewe=-2.87, Synergy_HSA=-0.153. (3) Synergy scores: CSS=11.0, Synergy_ZIP=-3.10, Synergy_Bliss=-1.96, Synergy_Loewe=-2.31, Synergy_HSA=-0.134. Cell line: OVCAR-4. Drug 1: CN1CCC(CC1)COC2=C(C=C3C(=C2)N=CN=C3NC4=C(C=C(C=C4)Br)F)OC. Drug 2: C1CCC(CC1)NC(=O)N(CCCl)N=O.